Dataset: Catalyst prediction with 721,799 reactions and 888 catalyst types from USPTO. Task: Predict which catalyst facilitates the given reaction. Reactant: Br[C:2]1[C:3]2[C:8]([CH:9]=[C:10]3[C:15]=1[CH:14]=[CH:13][CH:12]=[CH:11]3)=[CH:7][CH:6]=[CH:5][CH:4]=2.[C:16]1(B(O)O)[CH:21]=[CH:20][CH:19]=[CH:18][CH:17]=1.C(=O)([O-])[O-].[Na+].[Na+]. Product: [C:16]1([C:2]2[C:3]3[C:8]([CH:9]=[C:10]4[C:15]=2[CH:14]=[CH:13][CH:12]=[CH:11]4)=[CH:7][CH:6]=[CH:5][CH:4]=3)[CH:21]=[CH:20][CH:19]=[CH:18][CH:17]=1. The catalyst class is: 234.